From a dataset of Catalyst prediction with 721,799 reactions and 888 catalyst types from USPTO. Predict which catalyst facilitates the given reaction. (1) Reactant: [NH2:1][C@H:2]1[CH2:6][C@H:5]([OH:7])[C@@H:4]([CH2:8][OH:9])[CH2:3]1.[Cl:10][C:11]1[CH:16]=[C:15](Cl)[N:14]=[CH:13][N:12]=1.CCN(CC)CC. The catalyst class is: 32. Product: [Cl:10][C:11]1[N:12]=[CH:13][N:14]=[C:15]([NH:1][C@H:2]2[CH2:6][C@H:5]([OH:7])[C@@H:4]([CH2:8][OH:9])[CH2:3]2)[CH:16]=1. (2) Product: [F:13][C:2]([F:1])([S:9]([O-:12])(=[O:11])=[O:10])[C:3]([F:8])([F:7])[CH2:4][CH2:5][O:6][C:21](=[O:25])[C:22]([CH3:24])=[CH2:23].[CH2:14]([NH+:16]([CH2:19][CH3:20])[CH2:17][CH3:18])[CH3:15]. Reactant: [F:1][C:2]([F:13])([S:9]([O-:12])(=[O:11])=[O:10])[C:3]([F:8])([F:7])[CH2:4][CH2:5][OH:6].[CH2:14]([NH+:16]([CH2:19][CH3:20])[CH2:17][CH3:18])[CH3:15].[C:21](O[C:21](=[O:25])[C:22]([CH3:24])=[CH2:23])(=[O:25])[C:22]([CH3:24])=[CH2:23].C(N(CC)CC)C.C(C1C=C(C)C=C(C(C)(C)C)C=1O)C1C=C(C)C=C(C(C)(C)C)C=1O. The catalyst class is: 192.